From a dataset of Forward reaction prediction with 1.9M reactions from USPTO patents (1976-2016). Predict the product of the given reaction. (1) The product is: [Br:1][C:2]1[CH:3]=[C:4]([N:12]2[CH2:16][CH2:15][C:14]([CH3:19])([CH3:18])[CH2:13]2)[CH:5]=[C:6]([O:8][CH2:9][O:10][CH3:11])[CH:7]=1. Given the reactants [Br:1][C:2]1[CH:3]=[C:4]([N:12]2[C:16](=O)[CH2:15][C:14]([CH3:19])([CH3:18])[C:13]2=O)[CH:5]=[C:6]([O:8][CH2:9][O:10][CH3:11])[CH:7]=1, predict the reaction product. (2) Given the reactants C([N:3]([CH2:6][CH3:7])CC)C.[CH3:8][O:9][C:10]1[CH:11]=[C:12](CO)[CH:13]=[C:14]([C:16]([F:19])([F:18])[F:17])[CH:15]=1.CS(Cl)(=O)=O.[C-]#N.[Na+], predict the reaction product. The product is: [CH3:8][O:9][C:10]1[CH:11]=[C:12]([CH2:7][C:6]#[N:3])[CH:13]=[C:14]([C:16]([F:17])([F:18])[F:19])[CH:15]=1. (3) Given the reactants [C:1]([C:3]1[C:19]2=[CH:20][C:6]([C@@H:7]([NH:26][C:27](=[O:33])[O:28][C:29]([CH3:32])([CH3:31])[CH3:30])[CH2:8][CH:9]=[CH:10][C@@H:11]([CH3:25])[C:12](=[O:24])[NH:13][C:14]3[CH:15]=[N:16][N:17]([CH:21]([F:23])[F:22])[C:18]=32)=[CH:5][CH:4]=1)#[N:2].C(Cl)Cl.CC(OI1(OC(C)=O)(OC(C)=O)OC(=O)C2C=CC=CC1=2)=O, predict the reaction product. The product is: [C:1]([C:3]1[C:19]2=[CH:20][C:6]([C@@H:7]([NH:26][C:27](=[O:33])[O:28][C:29]([CH3:32])([CH3:31])[CH3:30])[CH2:8][CH2:9][CH2:10][C@@H:11]([CH3:25])[C:12](=[O:24])[NH:13][C:14]3[CH:15]=[N:16][N:17]([CH:21]([F:22])[F:23])[C:18]=32)=[CH:5][CH:4]=1)#[N:2]. (4) Given the reactants CO[C:3]([C:5]1[C:18]2[C:9](=[N:10][C:11]3[C:16]([N:17]=2)=[C:15]2[CH:19]=[CH:20][CH:21]=[C:22]([O:23][CH3:24])[C:14]2=[CH:13][CH:12]=3)[CH:8]=[CH:7][CH:6]=1)=[O:4].[CH3:25][NH:26][CH2:27][CH2:28][NH2:29], predict the reaction product. The product is: [CH3:25][NH:26][CH2:27][CH2:28][NH:29][C:3]([C:5]1[C:18]2[C:9](=[N:10][C:11]3[C:16]([N:17]=2)=[C:15]2[CH:19]=[CH:20][CH:21]=[C:22]([O:23][CH3:24])[C:14]2=[CH:13][CH:12]=3)[CH:8]=[CH:7][CH:6]=1)=[O:4]. (5) Given the reactants FC(F)(F)C(O)=O.ClC1C=CC(C[N:14]2[C:19](=[O:20])[C:18]([C:21]3[O:22][C:23]([CH3:26])=[CH:24][N:25]=3)=[CH:17][N:16]=[C:15]2NC2C=CC(OCC3C=CC(OC)=CC=3)=CC=2)=CC=1.C1(OC)C=CC=CC=1, predict the reaction product. The product is: [CH3:26][C:23]1[O:22][C:21]([C:18]2[C:19](=[O:20])[NH:14][CH:15]=[N:16][CH:17]=2)=[N:25][CH:24]=1. (6) The product is: [F:14][C:11]1[CH:10]=[CH:9][C:8]([C:7]2[N:16]([C:18]3[N:23]=[CH:22][C:21]([S:24]([NH2:27])(=[O:26])=[O:25])=[CH:20][CH:19]=3)[N:17]=[C:4]([CH3:5])[N:6]=2)=[CH:13][CH:12]=1. Given the reactants C(O[C:4](=[N:6][C:7](=O)[C:8]1[CH:13]=[CH:12][C:11]([F:14])=[CH:10][CH:9]=1)[CH3:5])C.[NH:16]([C:18]1[N:23]=[CH:22][C:21]([S:24]([NH2:27])(=[O:26])=[O:25])=[CH:20][CH:19]=1)[NH2:17].O, predict the reaction product. (7) Given the reactants [OH:1][CH2:2][C@H:3]1[CH2:7][C@@H:6]([NH:8][C:9]2[C:14]([I:15])=[CH:13][N:12]=[C:11]([S:16][CH3:17])[N:10]=2)[C@H:5]([OH:18])[C@@H:4]1[OH:19].CO[C:22](OC)([CH3:24])[CH3:23].CS(O)(=O)=O.C(=O)(O)[O-].[Na+], predict the reaction product. The product is: [I:15][C:14]1[C:9]([NH:8][C@H:6]2[C@@H:5]3[O:18][C:22]([CH3:24])([CH3:23])[O:19][C@@H:4]3[C@@H:3]([CH2:2][OH:1])[CH2:7]2)=[N:10][C:11]([S:16][CH3:17])=[N:12][CH:13]=1.